Dataset: Retrosynthesis with 50K atom-mapped reactions and 10 reaction types from USPTO. Task: Predict the reactants needed to synthesize the given product. (1) Given the product O=C1CCCCN1CCCCl, predict the reactants needed to synthesize it. The reactants are: ClCCCBr.O=C1CCCCN1. (2) Given the product O=Cc1ncc(Cl)cc1Cl, predict the reactants needed to synthesize it. The reactants are: CN(C)C=O.Clc1cncc(Cl)c1. (3) The reactants are: CCO.O=C(O)Cn1c(=O)[nH]c(=O)c2ccc(Cl)cc21. Given the product CCOC(=O)Cn1c(=O)[nH]c(=O)c2ccc(Cl)cc21, predict the reactants needed to synthesize it. (4) Given the product O=C1c2ccccc2C(=O)N1CCN1CCN2c3ccccc3Cn3cccc3[C@@H]2C1, predict the reactants needed to synthesize it. The reactants are: O=C1c2ccccc2C(=O)N1CCBr.c1ccc2c(c1)Cn1cccc1[C@@H]1CNCCN21. (5) Given the product COc1ccc2c(Cc3ccc(OCCN4CCCCC4)cc3)c(-c3ccc(F)cc3)ccc2c1, predict the reactants needed to synthesize it. The reactants are: COc1ccc2c(Cc3ccc(OCCN4CCCCC4)cc3)c(OS(=O)(=O)C(F)(F)F)ccc2c1.OB(O)c1ccc(F)cc1. (6) Given the product Cc1csc(Nc2cc(Sc3ccccc3Cl)ccn2)n1, predict the reactants needed to synthesize it. The reactants are: Cc1csc(N)n1.Clc1cc(Sc2ccccc2Cl)ccn1. (7) Given the product O=C(c1cc2ncc(Br)cn2n1)N1CCc2cc(-c3ccncc3)ccc2C1, predict the reactants needed to synthesize it. The reactants are: O=C(O)c1cc2ncc(Br)cn2n1.c1cc(-c2ccc3c(c2)CCNC3)ccn1. (8) Given the product C[C@]12CC[C@@H]3c4ccc(CBr)cc4CC[C@H]3[C@@H]1C[C@H](Cc1cccc(C(N)=O)c1)[C@@H]2O, predict the reactants needed to synthesize it. The reactants are: BrC(Br)(Br)Br.C[C@]12CC[C@@H]3c4ccc(CO)cc4CC[C@H]3[C@@H]1C[C@H](Cc1cccc(C(N)=O)c1)[C@@H]2O. (9) Given the product CCCn1ccc2ccncc21, predict the reactants needed to synthesize it. The reactants are: CCCI.c1cc2cc[nH]c2cn1.